This data is from Reaction yield outcomes from USPTO patents with 853,638 reactions. The task is: Predict the reaction yield, written as a fraction of the theoretical maximum amount of product (1.0 means a 100% yield; for example, 0.34 means a 34% yield). (1) The reactants are F[C:2]1[CH:27]=[CH:26][C:5]([C:6]([NH:8][C:9]2[S:13][C:12]([NH:14][C:15]3[CH:20]=[CH:19][C:18]([O:21][CH3:22])=[CH:17][CH:16]=3)=[N:11][C:10]=2[C:23]([NH2:25])=[O:24])=[O:7])=[CH:4][CH:3]=1.[CH3:28][N:29]1[CH2:34][CH2:33][NH:32][CH2:31][CH2:30]1. The catalyst is CN1CCCC1=O. The product is [CH3:22][O:21][C:18]1[CH:19]=[CH:20][C:15]([NH:14][C:12]2[S:13][C:9]([NH:8][C:6](=[O:7])[C:5]3[CH:26]=[CH:27][C:2]([N:32]4[CH2:33][CH2:34][N:29]([CH3:28])[CH2:30][CH2:31]4)=[CH:3][CH:4]=3)=[C:10]([C:23]([NH2:25])=[O:24])[N:11]=2)=[CH:16][CH:17]=1. The yield is 0.630. (2) The reactants are [OH:1][C:2]1[CH:19]=[CH:18][C:5]2[NH:6][C:7]([CH2:12][C:13]([O:15][CH2:16][CH3:17])=[O:14])=[N:8][S:9](=[O:11])(=[O:10])[C:4]=2[CH:3]=1.[N+:20]([O-])([OH:22])=[O:21].[N+]([O-])(O)=O.C(O)(=O)C. The catalyst is C(O)(=O)C.O. The product is [OH:1][C:2]1[CH:19]=[CH:18][C:5]2[NH:6][C:7]([CH2:12][C:13]([O:15][CH2:16][CH3:17])=[O:14])=[N:8][S:9](=[O:11])(=[O:10])[C:4]=2[C:3]=1[N+:20]([O-:22])=[O:21]. The yield is 0.410. (3) The reactants are [CH2:1]([N:3]1[C:7]([CH3:8])=[C:6]([CH:9]=[O:10])[N:5]=[CH:4]1)[CH3:2].[BH4-].[Na+].O. The catalyst is CO. The product is [CH2:1]([N:3]1[C:7]([CH3:8])=[C:6]([CH2:9][OH:10])[N:5]=[CH:4]1)[CH3:2]. The yield is 0.490. (4) The reactants are [C:1]([C:3]1[C:4]([CH:19]([C:21]2[CH:30]=[CH:29][C:28]3[C:23](=[CH:24][CH:25]=[CH:26][CH:27]=3)[CH:22]=2)[CH3:20])=[C:5]([C:14]([O:16]CC)=[O:15])[S:6][C:7]=1[N:8]1[CH2:13][CH2:12][O:11][CH2:10][CH2:9]1)#[N:2].[OH-].[Na+].Cl. The catalyst is O1CCCC1.CO.O. The product is [C:1]([C:3]1[C:4]([CH:19]([C:21]2[CH:30]=[CH:29][C:28]3[C:23](=[CH:24][CH:25]=[CH:26][CH:27]=3)[CH:22]=2)[CH3:20])=[C:5]([C:14]([OH:16])=[O:15])[S:6][C:7]=1[N:8]1[CH2:13][CH2:12][O:11][CH2:10][CH2:9]1)#[N:2]. The yield is 0.975. (5) The reactants are [C:1]([O:7][CH2:8][N:9]1[C:13]2[N:14]=[CH:15][N:16]=[C:17]([C:18]3[CH:19]=[N:20][N:21]([C@@H:23]([CH:28]4[CH2:32][CH2:31][CH2:30][CH2:29]4)[CH2:24][C:25]([NH2:27])=O)[CH:22]=3)[C:12]=2[CH:11]=[CH:10]1)(=[O:6])[C:2]([CH3:5])([CH3:4])[CH3:3].CN(C)C=O.C(N(CC)CC)C.ClC(Cl)(Cl)C(Cl)=O. The catalyst is [Cl-].[Na+].O.C(OCC)(=O)C. The product is [C:1]([O:7][CH2:8][N:9]1[C:13]2[N:14]=[CH:15][N:16]=[C:17]([C:18]3[CH:19]=[N:20][N:21]([C@@H:23]([CH:28]4[CH2:32][CH2:31][CH2:30][CH2:29]4)[CH2:24][C:25]#[N:27])[CH:22]=3)[C:12]=2[CH:11]=[CH:10]1)(=[O:6])[C:2]([CH3:4])([CH3:5])[CH3:3]. The yield is 0.702. (6) The product is [CH2:15]([O:22][C:23]1[CH:28]=[CH:27][C:26]([C:2]2[C:3](=[O:14])[N:4]([CH3:13])[C:5]([NH:8][CH2:9][CH:10]3[CH2:12][CH2:11]3)=[N:6][CH:7]=2)=[CH:25][C:24]=1[F:32])[C:16]1[CH:17]=[CH:18][CH:19]=[CH:20][CH:21]=1. The reactants are Br[C:2]1[C:3](=[O:14])[N:4]([CH3:13])[C:5]([NH:8][CH2:9][CH:10]2[CH2:12][CH2:11]2)=[N:6][CH:7]=1.[CH2:15]([O:22][C:23]1[CH:28]=[CH:27][C:26](B(O)O)=[CH:25][C:24]=1[F:32])[C:16]1[CH:21]=[CH:20][CH:19]=[CH:18][CH:17]=1.[Cl-].[Li+]. The yield is 0.780. The catalyst is O1CCOCC1.C([O-])([O-])=O.[Na+].[Na+].C1C=CC([P]([Pd]([P](C2C=CC=CC=2)(C2C=CC=CC=2)C2C=CC=CC=2)([P](C2C=CC=CC=2)(C2C=CC=CC=2)C2C=CC=CC=2)[P](C2C=CC=CC=2)(C2C=CC=CC=2)C2C=CC=CC=2)(C2C=CC=CC=2)C2C=CC=CC=2)=CC=1. (7) The reactants are [NH2:1][CH2:2][CH2:3][CH:4]([N:6]1[CH2:11][CH2:10][CH:9]([C:12]2([C:21]3[CH:28]=[CH:27][C:24]([C:25]#[N:26])=[CH:23][CH:22]=3)[O:16][C:15]3[CH:17]=[CH:18][CH:19]=[CH:20][C:14]=3[O:13]2)[CH2:8][CH2:7]1)[CH3:5].[CH3:29][C:30]1[CH:38]=[CH:37][CH:36]=[C:35]([CH3:39])[C:31]=1[C:32](O)=[O:33]. No catalyst specified. The product is [C:25]([C:24]1[CH:23]=[CH:22][C:21]([C:12]2([CH:9]3[CH2:10][CH2:11][N:6]([CH:4]([CH3:5])[CH2:3][CH2:2][NH:1][C:32](=[O:33])[C:31]4[C:35]([CH3:39])=[CH:36][CH:37]=[CH:38][C:30]=4[CH3:29])[CH2:7][CH2:8]3)[O:16][C:15]3[CH:17]=[CH:18][CH:19]=[CH:20][C:14]=3[O:13]2)=[CH:28][CH:27]=1)#[N:26]. The yield is 0.750. (8) The reactants are [Cl:1][C:2]1[CH:3]=[CH:4][C:5]([CH3:27])=[C:6]([N:8]([CH2:13][C:14]([N:16]([N:18]2[CH2:26][C:25]3[C:20](=[CH:21][CH:22]=[CH:23][CH:24]=3)[CH2:19]2)[CH3:17])=[O:15])[CH2:9][C:10](O)=[O:11])[CH:7]=1.[NH2:28][CH2:29][CH2:30][N:31]1[CH2:35][CH2:34][CH2:33][CH2:32]1. No catalyst specified. The product is [Cl:1][C:2]1[CH:3]=[CH:4][C:5]([CH3:27])=[C:6]([N:8]([CH2:13][C:14]([N:16]([N:18]2[CH2:26][C:25]3[C:20](=[CH:21][CH:22]=[CH:23][CH:24]=3)[CH2:19]2)[CH3:17])=[O:15])[CH2:9][C:10]([NH:28][CH2:29][CH2:30][N:31]2[CH2:35][CH2:34][CH2:33][CH2:32]2)=[O:11])[CH:7]=1. The yield is 0.740. (9) The reactants are I[C:2]1[C:10]2[CH:9]=[N:8][CH:7]=[N:6][C:5]=2[N:4]([C:11]2([CH2:14][O:15][CH:16]3[CH2:21][CH2:20][CH2:19][CH2:18][O:17]3)[CH2:13][CH2:12]2)[CH:3]=1.C([Li])CCC.[Br:27][C:28]1[CH:29]=[N:30][CH:31]=[C:32]([CH:39]=1)[C:33](N(OC)C)=[O:34]. The catalyst is C(OCC)C. The product is [Br:27][C:28]1[CH:39]=[C:32]([C:33]([C:2]2[C:10]3[CH:9]=[N:8][CH:7]=[N:6][C:5]=3[N:4]([C:11]3([CH2:14][O:15][CH:16]4[CH2:21][CH2:20][CH2:19][CH2:18][O:17]4)[CH2:13][CH2:12]3)[CH:3]=2)=[O:34])[CH:31]=[N:30][CH:29]=1. The yield is 0.350. (10) The reactants are [BH4-].[Na+].[CH3:3][O:4][C:5]([C:7]1[C:12]([Br:13])=[C:11]([N:14]=[N+]=[N-])[CH:10]=[C:9]([Cl:17])[N:8]=1)=[O:6].O. The catalyst is CO. The product is [CH3:3][O:4][C:5]([C:7]1[C:12]([Br:13])=[C:11]([NH2:14])[CH:10]=[C:9]([Cl:17])[N:8]=1)=[O:6]. The yield is 0.710.